From a dataset of Full USPTO retrosynthesis dataset with 1.9M reactions from patents (1976-2016). Predict the reactants needed to synthesize the given product. Given the product [ClH:4].[Cl:46][C:14]1[CH:13]=[C:12]([NH:11][C:8]2[N:7]=[C:6]([NH2:5])[NH:10][N:9]=2)[CH:17]=[C:16]([C:18]([F:21])([F:19])[F:20])[C:15]=1[C:22]1[CH:27]=[CH:26][C:25]([O:28][CH3:29])=[C:24]([S:30]([N:33]2[CH2:34][CH2:35][NH:36][CH2:37][CH2:38]2)(=[O:31])=[O:32])[CH:23]=1, predict the reactants needed to synthesize it. The reactants are: C([Cl:4])(=O)C.[NH2:5][C:6]1[NH:10][N:9]=[C:8]([NH:11][C:12]2[CH:17]=[C:16]([C:18]([F:21])([F:20])[F:19])[C:15]([C:22]3[CH:27]=[CH:26][C:25]([O:28][CH3:29])=[C:24]([S:30]([N:33]4[CH2:38][CH2:37][N:36](C(OC(C)(C)C)=O)[CH2:35][CH2:34]4)(=[O:32])=[O:31])[CH:23]=3)=[C:14]([Cl:46])[CH:13]=2)[N:7]=1.